Dataset: Full USPTO retrosynthesis dataset with 1.9M reactions from patents (1976-2016). Task: Predict the reactants needed to synthesize the given product. (1) Given the product [CH3:22][C:2]1[CH:3]=[C:4]([O:8][CH2:9][CH:10]2[CH2:14][CH2:13][N:12]([CH2:15][C:16]3[CH:21]=[CH:20][CH:19]=[CH:18][CH:17]=3)[CH2:11]2)[CH:5]=[N:6][CH:7]=1, predict the reactants needed to synthesize it. The reactants are: Br[C:2]1[CH:3]=[C:4]([O:8][CH2:9][CH:10]2[CH2:14][CH2:13][N:12]([CH2:15][C:16]3[CH:21]=[CH:20][CH:19]=[CH:18][CH:17]=3)[CH2:11]2)[CH:5]=[N:6][CH:7]=1.[CH3:22][Mg]Br.O. (2) The reactants are: [NH:1]1[CH2:6][CH2:5][C:4](=[CH:7][C:8]2[CH:9]=[C:10]([CH:24]=[CH:25][CH:26]=2)[O:11][C:12]2[CH:17]=[CH:16][C:15]([O:18][CH2:19][C:20]([F:23])([F:22])[F:21])=[CH:14][N:13]=2)[CH2:3][CH2:2]1.[N:27]1[CH:32]=[CH:31][CH:30]=[C:29]([NH:33][C:34](=O)[O:35]C2C=CC=CC=2)[CH:28]=1.C(N(CC)CC)C. Given the product [F:22][C:20]([F:23])([F:21])[CH2:19][O:18][C:15]1[CH:16]=[CH:17][C:12]([O:11][C:10]2[CH:9]=[C:8]([CH:26]=[CH:25][CH:24]=2)[CH:7]=[C:4]2[CH2:5][CH2:6][N:1]([C:34]([NH:33][C:29]3[CH:28]=[N:27][CH:32]=[CH:31][CH:30]=3)=[O:35])[CH2:2][CH2:3]2)=[N:13][CH:14]=1, predict the reactants needed to synthesize it.